Dataset: NCI-60 drug combinations with 297,098 pairs across 59 cell lines. Task: Regression. Given two drug SMILES strings and cell line genomic features, predict the synergy score measuring deviation from expected non-interaction effect. (1) Drug 1: CC1OCC2C(O1)C(C(C(O2)OC3C4COC(=O)C4C(C5=CC6=C(C=C35)OCO6)C7=CC(=C(C(=C7)OC)O)OC)O)O. Drug 2: CCC1(CC2CC(C3=C(CCN(C2)C1)C4=CC=CC=C4N3)(C5=C(C=C6C(=C5)C78CCN9C7C(C=CC9)(C(C(C8N6C)(C(=O)OC)O)OC(=O)C)CC)OC)C(=O)OC)O.OS(=O)(=O)O. Cell line: COLO 205. Synergy scores: CSS=70.2, Synergy_ZIP=-0.474, Synergy_Bliss=-2.31, Synergy_Loewe=-3.64, Synergy_HSA=-2.12. (2) Drug 1: CNC(=O)C1=CC=CC=C1SC2=CC3=C(C=C2)C(=NN3)C=CC4=CC=CC=N4. Drug 2: C(=O)(N)NO. Cell line: M14. Synergy scores: CSS=-5.40, Synergy_ZIP=3.32, Synergy_Bliss=-2.20, Synergy_Loewe=-4.30, Synergy_HSA=-7.47. (3) Drug 1: COC1=C(C=C2C(=C1)N=CN=C2NC3=CC(=C(C=C3)F)Cl)OCCCN4CCOCC4. Drug 2: COCCOC1=C(C=C2C(=C1)C(=NC=N2)NC3=CC=CC(=C3)C#C)OCCOC.Cl. Cell line: SN12C. Synergy scores: CSS=20.6, Synergy_ZIP=-4.28, Synergy_Bliss=-2.92, Synergy_Loewe=-1.59, Synergy_HSA=0.373. (4) Drug 1: C1C(C(OC1N2C=NC3=C(N=C(N=C32)Cl)N)CO)O. Drug 2: C1=CN(C=N1)CC(O)(P(=O)(O)O)P(=O)(O)O. Cell line: SNB-75. Synergy scores: CSS=-1.59, Synergy_ZIP=0.0100, Synergy_Bliss=0.774, Synergy_Loewe=-2.64, Synergy_HSA=-1.62. (5) Drug 1: COC1=C(C=C2C(=C1)N=CN=C2NC3=CC(=C(C=C3)F)Cl)OCCCN4CCOCC4. Drug 2: C1=CC(=CC=C1CC(C(=O)O)N)N(CCCl)CCCl.Cl. Cell line: SK-MEL-28. Synergy scores: CSS=13.9, Synergy_ZIP=-4.27, Synergy_Bliss=0.983, Synergy_Loewe=-4.71, Synergy_HSA=-1.23. (6) Drug 1: CN(C)N=NC1=C(NC=N1)C(=O)N. Drug 2: CC1=C(N=C(N=C1N)C(CC(=O)N)NCC(C(=O)N)N)C(=O)NC(C(C2=CN=CN2)OC3C(C(C(C(O3)CO)O)O)OC4C(C(C(C(O4)CO)O)OC(=O)N)O)C(=O)NC(C)C(C(C)C(=O)NC(C(C)O)C(=O)NCCC5=NC(=CS5)C6=NC(=CS6)C(=O)NCCC[S+](C)C)O. Cell line: MDA-MB-231. Synergy scores: CSS=2.57, Synergy_ZIP=-0.434, Synergy_Bliss=-1.54, Synergy_Loewe=-16.0, Synergy_HSA=-6.11.